Dataset: Peptide-MHC class II binding affinity with 134,281 pairs from IEDB. Task: Regression. Given a peptide amino acid sequence and an MHC pseudo amino acid sequence, predict their binding affinity value. This is MHC class II binding data. (1) The peptide sequence is AVWVDGKARTAWVDS. The MHC is HLA-DPA10301-DPB10402 with pseudo-sequence HLA-DPA10301-DPB10402. The binding affinity (normalized) is 0. (2) The peptide sequence is GYVSLQEFVDLNNKG. The MHC is HLA-DPA10201-DPB11401 with pseudo-sequence HLA-DPA10201-DPB11401. The binding affinity (normalized) is 0.783. (3) The peptide sequence is SQAWQPGVAMPNLYK. The MHC is DRB5_0101 with pseudo-sequence DRB5_0101. The binding affinity (normalized) is 0.369. (4) The peptide sequence is TVWAQSAAFPAFKPE. The MHC is DRB1_1201 with pseudo-sequence DRB1_1201. The binding affinity (normalized) is 0.196. (5) The peptide sequence is ADLDSGAVIAARDPH. The MHC is DRB1_0405 with pseudo-sequence DRB1_0405. The binding affinity (normalized) is 0.236. (6) The peptide sequence is SGGVWREMHHLVEFE. The MHC is DRB1_0401 with pseudo-sequence DRB1_0401. The binding affinity (normalized) is 0.0589. (7) The peptide sequence is FFVFLALAGRSCTEE. The MHC is DRB1_0101 with pseudo-sequence DRB1_0101. The binding affinity (normalized) is 1.00.